From a dataset of Forward reaction prediction with 1.9M reactions from USPTO patents (1976-2016). Predict the product of the given reaction. (1) Given the reactants C[Si](C)(C)[O:3][C:4]1[CH:5]2[CH2:11][CH2:10][CH:8]([CH:9]=1)[C:7]([C:12]([O:14][CH2:15][CH3:16])=[O:13])=[CH:6]2.C(O)(=O)C.CCCC[N+](CCCC)(CCCC)CCCC.[F-], predict the reaction product. The product is: [O:3]=[C:4]1[CH2:9][CH:8]2[CH2:10][CH2:11][CH:5]1[CH:6]=[C:7]2[C:12]([O:14][CH2:15][CH3:16])=[O:13]. (2) Given the reactants [OH:1][CH2:2][C:3]1[CH:4]=[C:5]([CH:9]=[C:10]([CH3:12])[CH:11]=1)[C:6]([OH:8])=[O:7], predict the reaction product. The product is: [CH:2]([C:3]1[CH:4]=[C:5]([CH:9]=[C:10]([CH3:12])[CH:11]=1)[C:6]([OH:8])=[O:7])=[O:1]. (3) Given the reactants [OH:1][CH:2]([CH2:16][CH3:17])[CH2:3][CH2:4]OS(C1C=CC(C)=CC=1)(=O)=O.[CH3:18][O:19][C:20](=[O:31])[CH2:21][CH2:22][C:23]1[CH:28]=[CH:27][C:26]([OH:29])=[CH:25][C:24]=1[CH3:30].C(=O)([O-])[O-].[Cs+].[Cs+], predict the reaction product. The product is: [CH3:18][O:19][C:20](=[O:31])[CH2:21][CH2:22][C:23]1[CH:28]=[CH:27][C:26]([O:29][CH2:4][CH2:3][CH:2]([OH:1])[CH2:16][CH3:17])=[CH:25][C:24]=1[CH3:30].